Dataset: NCI-60 drug combinations with 297,098 pairs across 59 cell lines. Task: Regression. Given two drug SMILES strings and cell line genomic features, predict the synergy score measuring deviation from expected non-interaction effect. Drug 1: COC1=C(C=C2C(=C1)N=CN=C2NC3=CC(=C(C=C3)F)Cl)OCCCN4CCOCC4. Drug 2: CC12CCC3C(C1CCC2O)C(CC4=C3C=CC(=C4)O)CCCCCCCCCS(=O)CCCC(C(F)(F)F)(F)F. Cell line: NCI-H460. Synergy scores: CSS=22.8, Synergy_ZIP=-3.99, Synergy_Bliss=1.98, Synergy_Loewe=0.631, Synergy_HSA=1.67.